This data is from Forward reaction prediction with 1.9M reactions from USPTO patents (1976-2016). The task is: Predict the product of the given reaction. (1) Given the reactants S(OS(C(F)(F)F)(=O)=O)(C(F)(F)F)(=O)=O.C1(P(=O)(C2C=CC=CC=2)C2C=CC=CC=2)C=CC=CC=1.[CH2:36]([O:38][C:39](=[O:53])[CH2:40][C:41]([C:43]1[CH:52]=[CH:51][C:50]2[C:45](=[CH:46][CH:47]=[CH:48][CH:49]=2)[CH:44]=1)=O)[CH3:37].C(N(CC)CC)C, predict the reaction product. The product is: [CH2:36]([O:38][C:39](=[O:53])[C:40]#[C:41][C:43]1[CH:52]=[CH:51][C:50]2[C:45](=[CH:46][CH:47]=[CH:48][CH:49]=2)[CH:44]=1)[CH3:37]. (2) The product is: [CH3:2][N:15]1[C:14]2[CH:22]=[C:6]([C:5]([O:9][CH2:10][CH3:11])=[O:8])[S:7][C:13]=2[N:17]=[C:16]1[CH2:19][O:20][CH3:21]. Given the reactants [O-][CH2:2]C.[Na+].[C:5]([O:9][CH2:10][CH3:11])(=[O:8])[CH2:6][SH:7].Cl[C:13]1[N:17](C)[C:16]([CH2:19][O:20][CH3:21])=[N:15][C:14]=1[CH:22]=O, predict the reaction product. (3) Given the reactants [OH-].[Na+:2].C[O:4][C:5]1[CH:10]=[CH:9][CH:8]=[CH:7][C:6]=1[C:11]1[N:15]([CH2:16][CH2:17][CH2:18][CH2:19][C:20]([OH:22])=[O:21])[N:14]=[N:13][CH:12]=1, predict the reaction product. The product is: [Na+:2].[Na+:2].[OH:4][C:5]1[CH:10]=[CH:9][CH:8]=[CH:7][C:6]=1[C:11]1[N:15]([CH2:16][CH2:17][CH2:18][CH2:19][C:20]([O-:22])=[O:21])[N:14]=[N:13][CH:12]=1.[OH:4][C:5]1[CH:10]=[CH:9][CH:8]=[CH:7][C:6]=1[C:11]1[N:15]([CH2:16][CH2:17][CH2:18][CH2:19][C:20]([O-:22])=[O:21])[N:14]=[N:13][CH:12]=1. (4) The product is: [OH:41][CH2:29][CH:23]([NH:22][C:20](=[O:21])[C:19]1[C:34]([I:39])=[C:35]([NH:38][CH:1]=[O:3])[C:36]([I:37])=[C:17]([C:15]([NH:14][CH2:13][CH2:12][OH:11])=[O:16])[C:18]=1[I:40])[CH2:24][OH:44]. Given the reactants [C:1](OC(=O)C)(=[O:3])C.C([O:11][CH2:12][CH2:13][NH:14][C:15]([C:17]1[C:18]([I:40])=[C:19]([C:34]([I:39])=[C:35]([NH2:38])[C:36]=1[I:37])[C:20]([NH:22][CH:23]([CH2:29]CC([O-])=O)[CH2:24]CC([O-])=O)=[O:21])=[O:16])(=O)C.[OH-:41].[Na+].C(O)=[O:44], predict the reaction product. (5) Given the reactants C[C:2]1[C:14]([CH:15]=O)=[C:6]2[CH:7]=[C:8]3[C:12](=[CH:13][C:5]2=C[C:3]=1C=O)[NH:11][CH:10]=[CH:9]3.[C:19]1(P(C2C=CC=CC=2)C2C=CC=CC=2)C=CC=CC=1.[CH2:38]([Li])[CH2:39][CH2:40][CH3:41], predict the reaction product. The product is: [CH:40]([C:39]1[C:38]2[CH:7]=[C:8]3[C:12](=[CH:13][C:5]=2[CH:6]=[C:14]([CH:15]=[CH2:19])[C:2]=1[CH3:3])[NH:11][CH:10]=[CH:9]3)=[CH2:41]. (6) Given the reactants [C:1]([O:5][C:6]([N:8]1[CH2:12][C@H:11]([OH:13])[CH2:10][C@@H:9]1[C:14]([OH:16])=O)=[O:7])([CH3:4])([CH3:3])[CH3:2].CC[N:19]=C=NCCCN(C)C.Cl.C1C=C2N=NN(O)C2=CC=1.O.N.S([O-])([O-])(=O)=O.[Na+].[Na+], predict the reaction product. The product is: [C:14]([C@H:9]1[CH2:10][C@@H:11]([OH:13])[CH2:12][N:8]1[C:6]([O:5][C:1]([CH3:4])([CH3:3])[CH3:2])=[O:7])(=[O:16])[NH2:19]. (7) Given the reactants [C:1]1([C:36]2[CH:41]=[CH:40][CH:39]=[CH:38][CH:37]=2)[CH:6]=[CH:5][C:4]([C:7]([N:9]2[CH2:13][C:12](=[N:14][O:15][CH3:16])[CH2:11][C@H:10]2[C:17]2[N:21]=[C:20]([CH2:22][N:23]3[CH2:28][CH2:27][N:26](C(OC(C)(C)C)=O)[CH2:25][CH2:24]3)[O:19][N:18]=2)=[O:8])=[CH:3][CH:2]=1.C(O)(C(F)(F)F)=O.C(Cl)Cl.C(=O)([O-])[O-].[Na+].[Na+], predict the reaction product. The product is: [CH3:16][O:15][N:14]=[C:12]1[CH2:11][C@@H:10]([C:17]2[N:21]=[C:20]([CH2:22][N:23]3[CH2:24][CH2:25][NH:26][CH2:27][CH2:28]3)[O:19][N:18]=2)[N:9]([C:7]([C:4]2[CH:5]=[CH:6][C:1]([C:36]3[CH:41]=[CH:40][CH:39]=[CH:38][CH:37]=3)=[CH:2][CH:3]=2)=[O:8])[CH2:13]1. (8) Given the reactants [OH:1][CH:2]([C:4]1[CH:32]=[CH:31][C:7]([O:8][C:9]2[CH:30]=[CH:29][C:12]([CH2:13][NH:14][C:15]([C:17]3([NH:20][C:21]([C:23]4[CH:24]=[N:25][CH:26]=[N:27][CH:28]=4)=[O:22])[CH2:19][CH2:18]3)=[O:16])=[CH:11][CH:10]=2)=[C:6]([C:33]([F:36])([F:35])[F:34])[CH:5]=1)[CH3:3], predict the reaction product. The product is: [C:2]([C:4]1[CH:32]=[CH:31][C:7]([O:8][C:9]2[CH:30]=[CH:29][C:12]([CH2:13][NH:14][C:15]([C:17]3([NH:20][C:21]([C:23]4[CH:28]=[N:27][CH:26]=[N:25][CH:24]=4)=[O:22])[CH2:19][CH2:18]3)=[O:16])=[CH:11][CH:10]=2)=[C:6]([C:33]([F:34])([F:35])[F:36])[CH:5]=1)(=[O:1])[CH3:3].